Predict the reaction yield, written as a fraction of the theoretical maximum amount of product (1.0 means a 100% yield; for example, 0.34 means a 34% yield). From a dataset of Reaction yield outcomes from USPTO patents with 853,638 reactions. (1) The product is [Cl:1][C:2]1[CH:7]=[C:6]([Cl:8])[CH:5]=[CH:4][C:3]=1[C:9]1[N:10]=[C:11](/[CH:14]=[CH:15]/[C:16]2[CH:21]=[CH:20][C:19]([C:22]3[CH:23]=[CH:24][C:25]([O:28][CH3:29])=[CH:26][CH:27]=3)=[CH:18][CH:17]=2)[N:12]([CH2:31][C:32]([OH:34])=[O:33])[CH:13]=1. The reactants are [Cl:1][C:2]1[CH:7]=[C:6]([Cl:8])[CH:5]=[CH:4][C:3]=1[C:9]1[N:10]=[C:11](/[CH:14]=[CH:15]/[C:16]2[CH:21]=[CH:20][C:19]([C:22]3[CH:27]=[CH:26][C:25]([O:28][CH3:29])=[CH:24][CH:23]=3)=[CH:18][CH:17]=2)[NH:12][CH:13]=1.Br[CH2:31][C:32]([O:34]C)=[O:33]. The yield is 0.560. No catalyst specified. (2) The reactants are [O:1]=[C:2]([CH2:8][C:9]([O:11][CH3:12])=[O:10])[CH2:3][C:4]([O:6][CH3:7])=[O:5].[CH:13](OCC)(OCC)OCC.N[C:24]([NH2:26])=O. The catalyst is C1(C)C(C)=CC=CC=1. The product is [O:1]=[C:2]1[C:8]([C:9]([O:11][CH3:12])=[O:10])=[CH:24][NH:26][CH:13]=[C:3]1[C:4]([O:6][CH3:7])=[O:5]. The yield is 0.823. (3) The reactants are [CH3:1][O:2][C:3]1[C:12]2[CH2:13][NH:14][C:15](=[O:16])[C:11]=2[C:10]([O:17][CH2:18][C:19]2[CH:24]=[CH:23][C:22]([O:25][CH3:26])=[CH:21][CH:20]=2)=[C:9]2[C:4]=1[CH:5]=[CH:6][CH:7]=[N:8]2.[H-].[Na+].[Cl:29][C:30]1[CH:31]=[C:32]([CH:35]=[C:36]([Cl:38])[CH:37]=1)[CH2:33]Cl.[I-].[Na+]. The catalyst is CN(C)C=O.C(O)(=O)C. The product is [Cl:29][C:30]1[CH:31]=[C:32]([CH:35]=[C:36]([Cl:38])[CH:37]=1)[CH2:33][N:14]1[C:15](=[O:16])[C:11]2[C:10]([O:17][CH2:18][C:19]3[CH:24]=[CH:23][C:22]([O:25][CH3:26])=[CH:21][CH:20]=3)=[C:9]3[C:4]([CH:5]=[CH:6][CH:7]=[N:8]3)=[C:3]([O:2][CH3:1])[C:12]=2[CH2:13]1. The yield is 0.400. (4) The reactants are C([O:3][C:4]([C:6]1[C:7]([NH2:26])=[N:8][N:9]([C:11]2[N:16]=[C:15]([C:17]3[CH:22]=[CH:21][C:20]([N:23]([CH3:25])[CH3:24])=[CH:19][CH:18]=3)[CH:14]=[CH:13][N:12]=2)[CH:10]=1)=[O:5])C. The catalyst is [OH-].[K+].CO. The product is [NH2:26][C:7]1[C:6]([C:4]([OH:5])=[O:3])=[CH:10][N:9]([C:11]2[N:16]=[C:15]([C:17]3[CH:22]=[CH:21][C:20]([N:23]([CH3:25])[CH3:24])=[CH:19][CH:18]=3)[CH:14]=[CH:13][N:12]=2)[N:8]=1. The yield is 0.730. (5) The reactants are [C:1]([O:5][C:6]([N:8]1[CH2:15][CH2:14][C:11]2([O:13][CH2:12]2)[CH2:10][CH2:9]1)=[O:7])([CH3:4])([CH3:3])[CH3:2].[NH3:16]. The catalyst is C(O)C. The product is [C:1]([O:5][C:6]([N:8]1[CH2:15][CH2:14][C:11]([CH2:12][NH2:16])([OH:13])[CH2:10][CH2:9]1)=[O:7])([CH3:4])([CH3:3])[CH3:2]. The yield is 0.605. (6) The reactants are [F:1][C:2]1[C:7]([OH:8])=[CH:6][CH:5]=[C:4]([F:9])[C:3]=1[NH:10][C:11](=O)[C:12]1[CH:17]=[C:16]([CH3:18])[CH:15]=[C:14]([C:19]2[CH:24]=[CH:23][CH:22]=[C:21]([F:25])[CH:20]=2)[C:13]=1[F:26].B.O. The catalyst is C1COCC1. The product is [F:1][C:2]1[C:3]([NH:10][CH2:11][C:12]2[CH:17]=[C:16]([CH3:18])[CH:15]=[C:14]([C:19]3[CH:24]=[CH:23][CH:22]=[C:21]([F:25])[CH:20]=3)[C:13]=2[F:26])=[C:4]([F:9])[CH:5]=[CH:6][C:7]=1[OH:8]. The yield is 0.800.